Predict which catalyst facilitates the given reaction. From a dataset of Catalyst prediction with 721,799 reactions and 888 catalyst types from USPTO. (1) Reactant: [C:1]([O:5][C:6](=[O:26])[C:7]([S:10][C:11]1[S:12][CH:13]=[C:14]([CH2:16][CH2:17][O:18][C:19]2[CH:24]=[CH:23][C:22]([OH:25])=[CH:21][CH:20]=2)[N:15]=1)([CH3:9])[CH3:8])([CH3:4])([CH3:3])[CH3:2].[Cl:27][C:28]1[CH:35]=[CH:34][C:31]([CH2:32]Br)=[CH:30][CH:29]=1.C(=O)([O-])[O-].[K+].[K+]. Product: [C:1]([O:5][C:6](=[O:26])[C:7]([S:10][C:11]1[S:12][CH:13]=[C:14]([CH2:16][CH2:17][O:18][C:19]2[CH:20]=[CH:21][C:22]([O:25][CH2:32][C:31]3[CH:34]=[CH:35][C:28]([Cl:27])=[CH:29][CH:30]=3)=[CH:23][CH:24]=2)[N:15]=1)([CH3:9])[CH3:8])([CH3:2])([CH3:3])[CH3:4]. The catalyst class is: 21. (2) Reactant: [CH3:1][N:2]1[C:6]([CH2:7][CH2:8][C:9]([O:11]C)=[O:10])=[N:5][C:4]([N:13]2[CH2:17][CH2:16][CH2:15][CH2:14]2)=[N:3]1.[OH-].[Na+]. Product: [CH3:1][N:2]1[C:6]([CH2:7][CH2:8][C:9]([OH:11])=[O:10])=[N:5][C:4]([N:13]2[CH2:17][CH2:16][CH2:15][CH2:14]2)=[N:3]1. The catalyst class is: 5. (3) Reactant: [CH3:1][O:2][C:3]1[C:10]([O:11]C)=[CH:9][C:6]([CH:7]=[O:8])=[C:5]([Cl:13])[CH:4]=1.S(=O)(=O)(O)O.[OH-].[Na+]. Product: [Cl:13][C:5]1[CH:4]=[C:3]([O:2][CH3:1])[C:10]([OH:11])=[CH:9][C:6]=1[CH:7]=[O:8]. The catalyst class is: 6. (4) Reactant: [NH2:1][C:2]1[CH:11]=[CH:10][CH:9]=[C:8]2[C:3]=1[CH:4]=[CH:5][N:6]([CH2:13][C:14]1[CH:19]=[CH:18][CH:17]=[CH:16][CH:15]=1)[C:7]2=[O:12].CN1CCOCC1.[C:27]12([CH2:37][C:38](Cl)=[O:39])[CH2:36][CH:31]3[CH2:32][CH:33]([CH2:35][CH:29]([CH2:30]3)[CH2:28]1)[CH2:34]2. Product: [C:27]12([CH2:37][C:38]([NH:1][C:2]3[CH:11]=[CH:10][CH:9]=[C:8]4[C:3]=3[CH:4]=[CH:5][N:6]([CH2:13][C:14]3[CH:19]=[CH:18][CH:17]=[CH:16][CH:15]=3)[C:7]4=[O:12])=[O:39])[CH2:34][CH:33]3[CH2:32][CH:31]([CH2:30][CH:29]([CH2:35]3)[CH2:28]1)[CH2:36]2. The catalyst class is: 12. (5) Reactant: CC1C=CC(S(O[CH2:12][C:13]2([C:16]([F:19])([F:18])[F:17])[CH2:15][CH2:14]2)(=O)=O)=CC=1.[C-:20]#[N:21].[K+]. Product: [F:19][C:16]([F:17])([F:18])[C:13]1([CH2:12][C:20]#[N:21])[CH2:14][CH2:15]1. The catalyst class is: 3.